Predict the reaction yield, written as a fraction of the theoretical maximum amount of product (1.0 means a 100% yield; for example, 0.34 means a 34% yield). From a dataset of Reaction yield outcomes from USPTO patents with 853,638 reactions. (1) The product is [CH:30]1[C:31]2[C:26](=[CH:25][CH:24]=[CH:23][CH:22]=2)[CH:27]=[CH:28][C:29]=1[C:2]1[C:3]([C:16]2[CH:21]=[CH:20][CH:19]=[CH:18][CH:17]=2)=[N:4][C:5]2[C:10]([N:11]=1)=[CH:9][C:8]([C:12]([O:14][CH3:15])=[O:13])=[CH:7][CH:6]=2. The yield is 0.470. The reactants are Cl[C:2]1[C:3]([C:16]2[CH:21]=[CH:20][CH:19]=[CH:18][CH:17]=2)=[N:4][C:5]2[C:10]([N:11]=1)=[CH:9][C:8]([C:12]([O:14][CH3:15])=[O:13])=[CH:7][CH:6]=2.[CH:22]1[C:31]2[C:26](=[CH:27][CH:28]=[CH:29][CH:30]=2)[CH:25]=[CH:24][C:23]=1B(O)O. No catalyst specified. (2) The reactants are [Cl:1][C:2]1[CH:3]=[CH:4][C:5]2[O:9][C:8]([CH:10]([NH:15][C:16]3[CH:24]=[CH:23][C:19](C(O)=O)=[CH:18][CH:17]=3)[CH2:11][CH:12]([CH3:14])[CH3:13])=[C:7]([CH3:25])[C:6]=2[CH:26]=1.CNC[CH2:30][C:31]([O:33][CH2:34][CH3:35])=[O:32].O.ON1C2C=CC=CC=2N=N1.Cl.C(N=C=NCCCN(C)C)C.Cl.[CH3:60][N:61]([CH3:64])[CH:62]=[O:63]. The catalyst is C(N(CC)CC)C. The product is [Cl:1][C:2]1[CH:3]=[CH:4][C:5]2[O:9][C:8]([CH:10]([NH:15][C:16]3[CH:24]=[CH:23][C:19]([C:62]([N:61]([CH3:64])[CH2:60][CH2:30][C:31]([O:33][CH2:34][CH3:35])=[O:32])=[O:63])=[CH:18][CH:17]=3)[CH2:11][CH:12]([CH3:13])[CH3:14])=[C:7]([CH3:25])[C:6]=2[CH:26]=1. The yield is 0.850.